From a dataset of NCI-60 drug combinations with 297,098 pairs across 59 cell lines. Regression. Given two drug SMILES strings and cell line genomic features, predict the synergy score measuring deviation from expected non-interaction effect. (1) Synergy scores: CSS=14.5, Synergy_ZIP=-1.45, Synergy_Bliss=7.01, Synergy_Loewe=4.08, Synergy_HSA=5.18. Drug 2: C1=NC(=NC(=O)N1C2C(C(C(O2)CO)O)O)N. Drug 1: C1CCC(C1)C(CC#N)N2C=C(C=N2)C3=C4C=CNC4=NC=N3. Cell line: NCI-H226. (2) Drug 1: CC1CCC2CC(C(=CC=CC=CC(CC(C(=O)C(C(C(=CC(C(=O)CC(OC(=O)C3CCCCN3C(=O)C(=O)C1(O2)O)C(C)CC4CCC(C(C4)OC)O)C)C)O)OC)C)C)C)OC. Cell line: UO-31. Drug 2: CC12CCC3C(C1CCC2O)C(CC4=C3C=CC(=C4)O)CCCCCCCCCS(=O)CCCC(C(F)(F)F)(F)F. Synergy scores: CSS=3.12, Synergy_ZIP=-0.734, Synergy_Bliss=1.37, Synergy_Loewe=-6.58, Synergy_HSA=0.0118. (3) Drug 1: C1=CC(=C2C(=C1NCCNCCO)C(=O)C3=C(C=CC(=C3C2=O)O)O)NCCNCCO. Synergy scores: CSS=64.1, Synergy_ZIP=-5.66, Synergy_Bliss=-1.86, Synergy_Loewe=4.08, Synergy_HSA=6.89. Drug 2: C1CC(C1)(C(=O)O)C(=O)O.[NH2-].[NH2-].[Pt+2]. Cell line: IGROV1. (4) Drug 1: COC1=CC(=CC(=C1O)OC)C2C3C(COC3=O)C(C4=CC5=C(C=C24)OCO5)OC6C(C(C7C(O6)COC(O7)C8=CC=CS8)O)O. Drug 2: CC1=C2C(C(=O)C3(C(CC4C(C3C(C(C2(C)C)(CC1OC(=O)C(C(C5=CC=CC=C5)NC(=O)C6=CC=CC=C6)O)O)OC(=O)C7=CC=CC=C7)(CO4)OC(=O)C)O)C)OC(=O)C. Cell line: SK-MEL-28. Synergy scores: CSS=21.4, Synergy_ZIP=-2.85, Synergy_Bliss=-1.97, Synergy_Loewe=-12.3, Synergy_HSA=0.384. (5) Drug 1: CCCS(=O)(=O)NC1=C(C(=C(C=C1)F)C(=O)C2=CNC3=C2C=C(C=N3)C4=CC=C(C=C4)Cl)F. Drug 2: CC(C)CN1C=NC2=C1C3=CC=CC=C3N=C2N. Cell line: HT29. Synergy scores: CSS=49.6, Synergy_ZIP=5.48, Synergy_Bliss=5.95, Synergy_Loewe=-4.89, Synergy_HSA=4.23. (6) Drug 1: CN(CC1=CN=C2C(=N1)C(=NC(=N2)N)N)C3=CC=C(C=C3)C(=O)NC(CCC(=O)O)C(=O)O. Drug 2: CS(=O)(=O)CCNCC1=CC=C(O1)C2=CC3=C(C=C2)N=CN=C3NC4=CC(=C(C=C4)OCC5=CC(=CC=C5)F)Cl. Cell line: T-47D. Synergy scores: CSS=39.8, Synergy_ZIP=-5.04, Synergy_Bliss=-5.05, Synergy_Loewe=-9.03, Synergy_HSA=1.73. (7) Drug 1: CC1CCC2CC(C(=CC=CC=CC(CC(C(=O)C(C(C(=CC(C(=O)CC(OC(=O)C3CCCCN3C(=O)C(=O)C1(O2)O)C(C)CC4CCC(C(C4)OC)O)C)C)O)OC)C)C)C)OC. Drug 2: CC1=C2C(C(=O)C3(C(CC4C(C3C(C(C2(C)C)(CC1OC(=O)C(C(C5=CC=CC=C5)NC(=O)C6=CC=CC=C6)O)O)OC(=O)C7=CC=CC=C7)(CO4)OC(=O)C)O)C)OC(=O)C. Cell line: SF-295. Synergy scores: CSS=15.4, Synergy_ZIP=-3.56, Synergy_Bliss=6.82, Synergy_Loewe=-13.5, Synergy_HSA=4.18.